From a dataset of Forward reaction prediction with 1.9M reactions from USPTO patents (1976-2016). Predict the product of the given reaction. (1) Given the reactants [N:1]([CH2:4][C:5]1[CH:10]=[CH:9][CH:8]=[CH:7][C:6]=1[C:11]1[CH:12]=[N:13][CH:14]=[CH:15][CH:16]=1)=[N+]=[N-], predict the reaction product. The product is: [N:13]1[CH:14]=[CH:15][CH:16]=[C:11]([C:6]2[CH:7]=[CH:8][CH:9]=[CH:10][C:5]=2[CH2:4][NH2:1])[CH:12]=1. (2) Given the reactants [Cl:1][C:2]1[CH:3]=[C:4]([NH:16][C:17]2[C:26]3[C:21](=[CH:22][CH:23]=[CH:24][C:25]=3[O:27][C@H:28]([CH3:33])[C:29](OC)=[O:30])[N:20]=[CH:19][N:18]=2)[CH:5]=[CH:6][C:7]=1[O:8][CH2:9][C:10]1[CH:15]=[CH:14][CH:13]=[CH:12][N:11]=1.[NH:34]1[CH2:38][CH2:37][CH2:36][CH2:35]1, predict the reaction product. The product is: [Cl:1][C:2]1[CH:3]=[C:4]([NH:16][C:17]2[C:26]3[C:21](=[CH:22][CH:23]=[CH:24][C:25]=3[O:27][C@H:28]([CH3:33])[C:29](=[O:30])[N:34]3[CH2:38][CH2:37][CH2:36][CH2:35]3)[N:20]=[CH:19][N:18]=2)[CH:5]=[CH:6][C:7]=1[O:8][CH2:9][C:10]1[CH:15]=[CH:14][CH:13]=[CH:12][N:11]=1. (3) Given the reactants Br[C:2]1[C:3]([CH3:19])=[N:4][N:5]([CH2:14][CH2:15][CH2:16][CH2:17][F:18])[C:6]=1[C:7]1[CH:12]=[CH:11][C:10]([F:13])=[CH:9][CH:8]=1.CC1(C)C(C)(C)OB([C:28]2[CH:29]=[CH:30][C:31]3[O:36][CH2:35][C:34](=[O:37])[NH:33][C:32]=3[CH:38]=2)O1.C(=O)([O-])[O-].[Cs+].[Cs+], predict the reaction product. The product is: [F:18][CH2:17][CH2:16][CH2:15][CH2:14][N:5]1[C:6]([C:7]2[CH:12]=[CH:11][C:10]([F:13])=[CH:9][CH:8]=2)=[C:2]([C:28]2[CH:29]=[CH:30][C:31]3[O:36][CH2:35][C:34](=[O:37])[NH:33][C:32]=3[CH:38]=2)[C:3]([CH3:19])=[N:4]1. (4) The product is: [Br:30][C:31]1[CH:32]=[N:33][CH:34]=[C:35]([CH:39]=1)[C:36]([NH:1][C:2]1[CH:7]=[CH:6][CH:5]=[CH:4][CH:3]=1)=[O:37]. Given the reactants [NH2:1][C:2]1[CH:7]=[CH:6][CH:5]=[CH:4][CH:3]=1.CCN=C=NCCCN(C)C.Cl.C1C=CC2N(O)N=NC=2C=1.[Br:30][C:31]1[CH:32]=[N:33][CH:34]=[C:35]([CH:39]=1)[C:36](O)=[O:37].[Cl-].[NH4+], predict the reaction product. (5) Given the reactants [Cl:1][C:2]1[C:7]([O:8][CH3:9])=[CH:6][C:5]([O:10][CH3:11])=[C:4]([Cl:12])[C:3]=1[C:13]1[C:22]2[N:21]=[CH:20][CH:19]=[N:18][C:17]=2[C:16]([C:23](O)=[O:24])=[CH:15][CH:14]=1.[CH3:26][Si:27]([CH3:39])([CH3:38])[CH2:28][CH2:29][O:30][CH2:31][N:32]1[CH:36]=[CH:35][N:34]=[C:33]1[NH2:37].CN(C(ON1N=NC2C=CC=CC1=2)=[N+](C)C)C.[B-](F)(F)(F)F.CCN(C(C)C)C(C)C, predict the reaction product. The product is: [CH3:26][Si:27]([CH3:39])([CH3:38])[CH2:28][CH2:29][O:30][CH2:31][N:32]1[CH:36]=[CH:35][N:34]=[C:33]1[NH:37][C:23]([C:16]1[C:17]2[N:18]=[CH:19][CH:20]=[N:21][C:22]=2[C:13]([C:3]2[C:4]([Cl:12])=[C:5]([O:10][CH3:11])[CH:6]=[C:7]([O:8][CH3:9])[C:2]=2[Cl:1])=[CH:14][CH:15]=1)=[O:24].